Task: Predict the reaction yield, written as a fraction of the theoretical maximum amount of product (1.0 means a 100% yield; for example, 0.34 means a 34% yield).. Dataset: Reaction yield outcomes from USPTO patents with 853,638 reactions (1) No catalyst specified. The product is [OH:1][C:2]1[C:7](=[O:8])[NH:6][C:5]([CH2:9][C:10]2([C:15]3[CH:16]=[CH:17][CH:18]=[CH:19][CH:20]=3)[CH2:11][CH2:12][CH2:13][CH2:14]2)=[N:4][C:3]=1[C:21]([NH2:27])=[O:23]. The yield is 0.490. The reactants are [OH:1][C:2]1[C:3]([C:21]([O:23]C)=O)=[N:4][C:5]([CH2:9][C:10]2([C:15]3[CH:20]=[CH:19][CH:18]=[CH:17][CH:16]=3)[CH2:14][CH2:13][CH2:12][CH2:11]2)=[N:6][C:7]=1[OH:8].CO.[NH3:27]. (2) The reactants are [NH2:1][C:2]1[CH:3]=[CH:4][C:5]([C:12]#[N:13])=[C:6]([C:8]([F:11])([F:10])[F:9])[CH:7]=1.C(OCCCC)(=O)C.[C:22]1(=[O:28])[O:27][C:25](=[O:26])[CH:24]=[CH:23]1. The catalyst is CCCCCCC. The product is [C:12]([C:5]1[CH:4]=[CH:3][C:2]([NH:1][C:22]([CH:23]=[CH:24][C:25]([OH:27])=[O:26])=[O:28])=[CH:7][C:6]=1[C:8]([F:9])([F:10])[F:11])#[N:13]. The yield is 0.950. (3) The reactants are [F:1][C:2]1[CH:3]=[C:4]([NH2:21])[CH:5]=[CH:6][C:7]=1[O:8][C:9]1[C:10]2[N:17]([CH2:18][O:19][CH3:20])[CH:16]=[CH:15][C:11]=2[N:12]=[CH:13][N:14]=1.[C:22]1([CH2:28][C:29]([N:31]=[C:32]=[S:33])=[O:30])[CH:27]=[CH:26][CH:25]=[CH:24][CH:23]=1. The catalyst is C1COCC1. The product is [F:1][C:2]1[CH:3]=[C:4]([NH:21][C:32]([NH:31][C:29](=[O:30])[CH2:28][C:22]2[CH:23]=[CH:24][CH:25]=[CH:26][CH:27]=2)=[S:33])[CH:5]=[CH:6][C:7]=1[O:8][C:9]1[C:10]2[N:17]([CH2:18][O:19][CH3:20])[CH:16]=[CH:15][C:11]=2[N:12]=[CH:13][N:14]=1. The yield is 0.330. (4) The reactants are Br[C:2]1[CH:7]=[CH:6][C:5]([C:8]2[CH:9]=[CH:10][C:11]([C:21]3[CH:26]=[CH:25][N:24]=[CH:23][CH:22]=3)=[N:12][C:13]=2[C:14]2[CH:19]=[CH:18][C:17](Br)=[CH:16][CH:15]=2)=[CH:4][CH:3]=1.[Na+].[C:28](=[O:31])([O-])[O-].[Na+].[C:33]1(B(O)O)[CH:38]=[CH:37][CH:36]=[CH:35][CH:34]=1.[C:42]([O:45][CH2:46][CH3:47])(=O)[CH3:43]. The catalyst is C1C=CC([P]([Pd]([P](C2C=CC=CC=2)(C2C=CC=CC=2)C2C=CC=CC=2)([P](C2C=CC=CC=2)(C2C=CC=CC=2)C2C=CC=CC=2)[P](C2C=CC=CC=2)(C2C=CC=CC=2)C2C=CC=CC=2)(C2C=CC=CC=2)C2C=CC=CC=2)=CC=1.C1(C)C=CC=CC=1.O.C(O)C. The product is [N:12]1[C:13]([C:14]2[CH:19]=[CH:18][C:17]([C:2]3[CH:3]=[CH:4][C:43]([C:42]4[O:45][C:46]5[CH:47]=[CH:26][CH:21]=[CH:22][C:23]=5[N:24]=4)=[CH:6][CH:7]=3)=[CH:16][CH:15]=2)=[C:8]([C:5]2[CH:6]=[CH:7][C:2]([C:36]3[CH:37]=[CH:38][C:33]([C:13]4[O:31][C:28]5[CH:5]=[CH:8][CH:9]=[CH:10][C:11]=5[N:12]=4)=[CH:34][CH:35]=3)=[CH:3][CH:4]=2)[CH:9]=[CH:10][C:11]=1[C:21]1[CH:22]=[CH:23][N:24]=[CH:25][CH:26]=1. The yield is 0.550. (5) The reactants are C([O:5][C:6](=[O:45])[CH2:7][O:8][C:9]1[C:14]([C:15]2[CH:20]=[CH:19][CH:18]=[C:17]([CH3:21])[CH:16]=2)=[CH:13][C:12]([C:22](=[O:37])[NH:23][CH2:24][CH2:25][CH2:26][CH2:27][CH2:28][CH2:29][CH2:30][C:31]2[CH:36]=[CH:35][CH:34]=[CH:33][CH:32]=2)=[CH:11][C:10]=1[C:38]1[CH:43]=[CH:42][CH:41]=[C:40]([CH3:44])[CH:39]=1)(C)(C)C. The catalyst is C(O)=O. The product is [CH3:21][C:17]1[CH:16]=[C:15]([C:14]2[CH:13]=[C:12]([C:22](=[O:37])[NH:23][CH2:24][CH2:25][CH2:26][CH2:27][CH2:28][CH2:29][CH2:30][C:31]3[CH:32]=[CH:33][CH:34]=[CH:35][CH:36]=3)[CH:11]=[C:10]([C:38]3[CH:43]=[CH:42][CH:41]=[C:40]([CH3:44])[CH:39]=3)[C:9]=2[O:8][CH2:7][C:6]([OH:45])=[O:5])[CH:20]=[CH:19][CH:18]=1. The yield is 1.00.